From a dataset of Forward reaction prediction with 1.9M reactions from USPTO patents (1976-2016). Predict the product of the given reaction. (1) Given the reactants [F:1][C:2]1[CH:3]=[C:4]([S:9]([N:12]2[C:16]([C:17]3[C:18]([F:23])=[N:19][CH:20]=[CH:21][CH:22]=3)=[CH:15][C:14]([CH2:24][N:25](C)[C:26](=O)OC(C)(C)C)=[CH:13]2)(=[O:11])=[O:10])[CH:5]=[CH:6][C:7]=1[CH3:8].C(OCC)(=O)C.[ClH:40], predict the reaction product. The product is: [ClH:40].[F:1][C:2]1[CH:3]=[C:4]([S:9]([N:12]2[C:16]([C:17]3[C:18]([F:23])=[N:19][CH:20]=[CH:21][CH:22]=3)=[CH:15][C:14]([CH2:24][NH:25][CH3:26])=[CH:13]2)(=[O:11])=[O:10])[CH:5]=[CH:6][C:7]=1[CH3:8]. (2) Given the reactants N([CH2:4][CH:5]([CH2:15][C:16]1[CH:21]=[CH:20][CH:19]=[CH:18][CH:17]=1)[CH2:6][NH:7]C(OC(C)(C)C)=O)=[N+]=[N-].C(OC(NC[CH:31]([CH2:34][C:35]1[CH:40]=[CH:39][CH:38]=[CH:37][CH:36]=1)CO)=O)(C)(C)C.[CH2:41]([N:43]([CH2:46]C)CC)[CH3:42].CS([Cl:52])(=O)=O.[N-:53]=[N+:54]=[N-:55].[Na+], predict the reaction product. The product is: [ClH:52].[CH:46]1[C:38]2[C:39](=[CH:40][C:35]([C:34]3[N:53]=[N:54][NH:55][C:31]=3[CH2:4][CH:5]([CH2:15][C:16]3[CH:17]=[CH:18][CH:19]=[CH:20][CH:21]=3)[CH2:6][NH2:7])=[CH:36][CH:37]=2)[CH:42]=[CH:41][N:43]=1. (3) Given the reactants [CH3:1][O:2][C:3]1[CH:4]=[C:5]2[C:9](=[CH:10][CH:11]=1)[NH:8][C:7]1[CH:12]([C:18]([OH:20])=[O:19])[N:13]3[CH2:17][CH:16]([C:6]2=1)[CH2:15][CH2:14]3.[ClH:21].CCOCC, predict the reaction product. The product is: [ClH:21].[CH3:1][O:2][C:3]1[CH:4]=[C:5]2[C:9](=[CH:10][CH:11]=1)[NH:8][C:7]1[CH:12]([C:18]([OH:20])=[O:19])[N:13]3[CH2:17][CH:16]([C:6]2=1)[CH2:15][CH2:14]3. (4) The product is: [O:31]1[C:30]2([CH2:35][CH2:36][C:27]([C:24]3[N:25]=[CH:26][C:21]([NH:19][C:17]([C:3]4[CH:4]=[N:5][N:6]([C:7]5[CH:12]=[CH:11][C:10]([C:13]([F:16])([F:14])[F:15])=[CH:9][CH:8]=5)[C:2]=4[CH3:1])=[O:18])=[CH:22][C:23]=3[CH3:37])=[CH:28][CH2:29]2)[O:34][CH2:33][CH2:32]1. Given the reactants [CH3:1][C:2]1[N:6]([C:7]2[CH:12]=[CH:11][C:10]([C:13]([F:16])([F:15])[F:14])=[CH:9][CH:8]=2)[N:5]=[CH:4][C:3]=1[C:17]([NH2:19])=[O:18].Br[C:21]1[CH:22]=[C:23]([CH3:37])[C:24]([C:27]2[CH2:36][CH2:35][C:30]3([O:34][CH2:33][CH2:32][O:31]3)[CH2:29][CH:28]=2)=[N:25][CH:26]=1.P([O-])([O-])([O-])=O.[Na+].[Na+].[Na+].C(O)(C)(C)C, predict the reaction product. (5) Given the reactants [C:1]12[C:7](=[CH:8][CH:9]=[CH:10][CH:11]=1)[NH:6]C(=O)[O:4][C:2]2=O.[C:13]([O:17][C:18](=[O:21])[CH2:19][NH2:20])([CH3:16])([CH3:15])[CH3:14].C(N(CC)CC)C, predict the reaction product. The product is: [C:13]([O:17][C:18](=[O:21])[CH2:19][NH:20][C:2](=[O:4])[C:1]1[CH:11]=[CH:10][CH:9]=[CH:8][C:7]=1[NH2:6])([CH3:16])([CH3:15])[CH3:14]. (6) Given the reactants Cl[C:2]1[C:7]([CH:8]=[O:9])=[C:6]([CH3:10])[N:5]=[CH:4][CH:3]=1.[Cl:11][C:12]1[CH:17]=[CH:16][C:15](B(O)O)=[C:14]([F:21])[CH:13]=1.C([O-])([O-])=O.[Cs+].[Cs+], predict the reaction product. The product is: [Cl:11][C:12]1[CH:17]=[CH:16][C:15]([C:2]2[C:7]([CH:8]=[O:9])=[C:6]([CH3:10])[N:5]=[CH:4][CH:3]=2)=[C:14]([F:21])[CH:13]=1. (7) Given the reactants C[Si](C)(C)CCOC[NH:7][C:8]([C:10]1[N:14]=[C:13]([C:15]2[CH:16]=[C:17]([C:21]3[CH:26]=[CH:25][CH:24]=[CH:23][C:22]=3[C:27]3[CH:32]=[CH:31][CH:30]=[CH:29][CH:28]=3)[CH:18]=[CH:19][CH:20]=2)[NH:12][N:11]=1)=[O:9], predict the reaction product. The product is: [C:27]1([C:22]2[CH:23]=[CH:24][CH:25]=[CH:26][C:21]=2[C:17]2[CH:18]=[CH:19][CH:20]=[C:15]([C:13]3[N:14]=[C:10]([C:8]([NH2:7])=[O:9])[NH:11][N:12]=3)[CH:16]=2)[CH:32]=[CH:31][CH:30]=[CH:29][CH:28]=1. (8) Given the reactants [OH:1][CH2:2][C:3]([CH2:15]O)([CH3:14])[C:4]([O:6][CH2:7][C:8]1[CH:13]=[CH:12][CH:11]=[CH:10][CH:9]=1)=[O:5].COCCN(S(F)(F)[F:27])CCOC.CCO, predict the reaction product. The product is: [F:27][CH2:15][C:3]([CH2:2][OH:1])([CH3:14])[C:4]([O:6][CH2:7][C:8]1[CH:13]=[CH:12][CH:11]=[CH:10][CH:9]=1)=[O:5]. (9) Given the reactants [OH:1][CH2:2][C:3]1[CH:4]=[C:5]([CH:9]=[CH:10][CH:11]=1)[C:6]([OH:8])=O.[Cl:12][CH2:13][C:14]([NH:16]O)=[NH:15].CN(C(ON1N=NC2C=CC=CC1=2)=[N+](C)C)C.F[P-](F)(F)(F)(F)F.C(N(CC)CC)C, predict the reaction product. The product is: [Cl:12][CH2:13][C:14]1[N:16]=[C:6]([C:5]2[CH:4]=[C:3]([CH2:2][OH:1])[CH:11]=[CH:10][CH:9]=2)[O:8][N:15]=1.